Dataset: Kir2.1 potassium channel HTS with 301,493 compounds. Task: Binary Classification. Given a drug SMILES string, predict its activity (active/inactive) in a high-throughput screening assay against a specified biological target. (1) The compound is Clc1c(C2n3[nH]c(nc3=NC(C2)c2ccc(OC)cc2)N)c(Cl)ccc1. The result is 0 (inactive). (2) The molecule is Brc1c(scc1)c1nc(sc1)NC(=O)Nc1ccc(Cl)cc1. The result is 0 (inactive). (3) The drug is o1c(C(=O)Nc2cc3nn(nc3cc2)c2ccc(cc2)C)ccc1. The result is 0 (inactive). (4) The compound is O=C1N(CC(C1)C(=O)NCc1n[nH]c(=O)c2c1cccc2)c1ccccc1. The result is 0 (inactive). (5) The compound is O=C1N(C2CCCC2)C(CC1)C(=O)NCc1ncccc1. The result is 0 (inactive). (6) The result is 0 (inactive). The drug is o1c2c(c3CCCCc3c1=O)ccc(OCC(=O)NCc1ccncc1)c2C. (7) The drug is O(c1c(Nc2nc(nc3c2cccc3)c2cc([N+]([O-])=O)ccc2)ccc(OC)c1)C. The result is 0 (inactive).